This data is from HIV replication inhibition screening data with 41,000+ compounds from the AIDS Antiviral Screen. The task is: Binary Classification. Given a drug SMILES string, predict its activity (active/inactive) in a high-throughput screening assay against a specified biological target. (1) The molecule is Nc1cc(N2CCCC2)nc(=O)n1Cc1ccccc1. The result is 0 (inactive). (2) The molecule is CC=C1C(=Cc2[nH]c(C=c3[nH]c(=CC4=NC(=O)C(CC)=C4C)c(C)c3CCC(=O)O)c(CCC(=O)O)c2C)NC(=O)C1C. The result is 0 (inactive).